From a dataset of Forward reaction prediction with 1.9M reactions from USPTO patents (1976-2016). Predict the product of the given reaction. The product is: [O:20]1[CH2:19][CH:18]=[C:17]([C:13]2[CH:12]=[C:11]3[C:16]([C:8]([C:6]([OH:7])=[O:5])=[N:9][NH:10]3)=[CH:15][CH:14]=2)[CH2:22][CH2:21]1. Given the reactants C([O:5][C:6]([C:8]1[C:16]2[C:11](=[CH:12][C:13]([C:17]3(O)[CH2:22][CH2:21][O:20][CH2:19][CH2:18]3)=[CH:14][CH:15]=2)[NH:10][N:9]=1)=[O:7])(C)(C)C, predict the reaction product.